The task is: Predict the product of the given reaction.. This data is from Forward reaction prediction with 1.9M reactions from USPTO patents (1976-2016). Given the reactants C(O[C:5](=[O:7])[CH3:6])(=O)C.[OH:8][C:9]([C:11]([F:14])([F:13])[F:12])=[O:10].[F:15][C:16]1[CH:21]=[C:20]([F:22])[CH:19]=[CH:18][C:17]=1[CH:23]([F:44])[CH:24]1[CH2:29][CH2:28][N:27]([C:30]2[N:31]=[C:32]3[CH2:43][CH2:42][NH:41][CH2:40][C:33]3=[N:34][C:35]=2[NH:36][CH:37]([CH3:39])[CH3:38])[CH2:26][CH2:25]1.N1C=CC=CC=1, predict the reaction product. The product is: [F:15][C:16]1[CH:21]=[C:20]([F:22])[CH:19]=[CH:18][C:17]=1[CH:23]([F:44])[CH:24]1[CH2:29][CH2:28][N:27]([C:30]2[N:31]=[C:32]3[CH2:43][CH2:42][N:41]([C:5](=[O:7])[CH3:6])[CH2:40][C:33]3=[N:34][C:35]=2[NH:36][CH:37]([CH3:39])[CH3:38])[CH2:26][CH2:25]1.[C:9]([OH:10])([C:11]([F:14])([F:13])[F:12])=[O:8].